This data is from Reaction yield outcomes from USPTO patents with 853,638 reactions. The task is: Predict the reaction yield, written as a fraction of the theoretical maximum amount of product (1.0 means a 100% yield; for example, 0.34 means a 34% yield). (1) The reactants are [C:1]([C:4]1[S:5][CH:6]=[CH:7][CH:8]=1)(=O)[CH3:2].[S:9]1[CH:13]=[CH:12][CH:11]=[C:10]1[C:14]([CH2:16][C:17]#[N:18])=[O:15].[CH2:19](C1CCC(=O)CC1)[C:20]1[CH:25]=[CH:24][CH:23]=[CH:22][CH:21]=1.N1CCOCC1.[S]. No catalyst specified. The product is [NH2:18][C:17]1[S:5][C:6]2[CH2:2][CH:1]([CH2:19][C:20]3[CH:25]=[CH:24][CH:23]=[CH:22][CH:21]=3)[CH2:4][CH2:8][C:7]=2[C:16]=1[C:14]([C:10]1[S:9][CH:13]=[CH:12][CH:11]=1)=[O:15]. The yield is 0.720. (2) The reactants are [CH:1]1([CH2:4][O:5][NH:6][C:7]([C:9]2[C:27]([NH:28][C:29]3[CH:34]=[CH:33][C:32]([Br:35])=[CH:31][C:30]=3[CH3:36])=[C:26]([F:37])[C:12]3[N:13]=[CH:14][N:15]([CH2:16][CH2:17][CH2:18][CH2:19][N:20]4[CH2:25][CH2:24][S:23][CH2:22][CH2:21]4)[C:11]=3[CH:10]=2)=[O:8])[CH2:3][CH2:2]1.[OH2:38].CC(C)=O.C[OH:44].C[N+]1([O-])CCOCC1. The catalyst is S([O-])([O-])(=O)=S.[Na+].[Na+].C(OCC)(=O)C.[Os](=O)(=O)(=O)=O. The product is [CH:1]1([CH2:4][O:5][NH:6][C:7]([C:9]2[C:27]([NH:28][C:29]3[CH:34]=[CH:33][C:32]([Br:35])=[CH:31][C:30]=3[CH3:36])=[C:26]([F:37])[C:12]3[N:13]=[CH:14][N:15]([CH2:16][CH2:17][CH2:18][CH2:19][N:20]4[CH2:25][CH2:24][S:23](=[O:44])(=[O:38])[CH2:22][CH2:21]4)[C:11]=3[CH:10]=2)=[O:8])[CH2:3][CH2:2]1. The yield is 0.710.